From a dataset of Experimentally validated miRNA-target interactions with 360,000+ pairs, plus equal number of negative samples. Binary Classification. Given a miRNA mature sequence and a target amino acid sequence, predict their likelihood of interaction. (1) The miRNA is hsa-miR-548ao-5p with sequence AGAAGUAACUACGGUUUUUGCA. The protein sequence of the target gene is MLACLQRTQNAPGQHLACPSKSLELRKCEAVASAMHSSRYPSPAELDAYAEKVANSPLSIKIFPTNIRVPQHKHLSRTVNGYDTSGQRYSPYPQHTAGYQGLLAIVKAAVSSSSTAAPAGPAKSVLKSAEGKRTKLSPAAVQVGIAPYPVPSTLGPLAYPKPPEAPAPPPGLPAAATAASVIPLPGRGLPLPPSNLPSIHSLLYQLNQQCQAPGAAPPACQGMAIPHPSPAKHGPVPSFPSMAYSAAAGLPDCRKGTELGQGATQALTLAGAAKPAGYADSGLDYLLWPQKPPPPPPQPL.... Result: 0 (no interaction). (2) The miRNA is hsa-miR-4733-3p with sequence CCACCAGGUCUAGCAUUGGGAU. The protein sequence of the target gene is MELQDPKMNGALPSDAVGYRQEREGFLPSRGPAPGSKPVQFMDFEGKTSFGMSVFNLSNAIMGSGILGLAYAMAHTGVIFFLALLLCIALLSSYSIHLLLTCAGIAGIRAYEQLGQRAFGPAGKVVVATVICLHNVGAMSSYLFIIKSELPLVIGTFLYMDPEGDWFLKGNLLIIIVSVLIILPLALMKHLGYLGYTSGLSLTCMLFFLVSVIYKKFQLGCAIGHNETAMESEALVGLPSQGLNSSCEAQMFTVDSQMSYTVPIMAFAFVCHPEVLPIYTELCRPSKRRMQAVANVSIGA.... Result: 1 (interaction). (3) Result: 0 (no interaction). The protein sequence of the target gene is MKLHCEVEVISRHLPALGLRNRGKGVRAVLSLCQQTSRSQPPVRAFLLISTLKDKRGTRYELRENIEQFFTKFVDEGKATVRLKEPPVDICLSKAISSSLKGFLSAMRLAHRGCNVDTPVSTLTPVKTSEFENFKTKMVITSKKDYPLSKNFPYSLEHLQTSYCGLVRVDMRMLCLKSLRKLDLSHNHIKKLPATIGDLIHLQELNLNDNHLESFSVALCHSTLQKSLRSLDLSKNKIKALPVQFCQLQELKNLKLDDNELIQFPCKIGQLINLRFLSAARNKLPFLPSEFRNLSLEYLD.... The miRNA is hsa-miR-7111-5p with sequence UGGGGGAGGAAGGACAGGCCAU. (4) The miRNA is hsa-miR-6893-5p with sequence CAGGCAGGUGUAGGGUGGAGC. The protein sequence of the target gene is MEEPQAGDAARFSCPPNFTAKPPASESPRFSLEALTGPDTELWLIQAPADFAPECFNGRHVPLSGSQIVKGKLAGKRHRYRVLSSCPQAGEATLLAPSTEAGGGLTCASAPQGTLRILEGPQQSLSGSPLQPIPASPPPQIPPGLRPRFCAFGGNPPVTGPRSALAPNLLTSGKKKKEMQVTEAPVTQEAVNGHGALEVDMALGSPEMDVRKKKKKKNQQLKEPEAAGPVGTEPTVETLEPLGVLFPSTTKKRKKPKGKETFEPEDKTVKQEQINTEPLEDTVLSPTKKRKRQKGTEGME.... Result: 1 (interaction). (5) The protein sequence of the target gene is MLLFLSVPQPRPPGARTRAGAARLVRWRRRQRLRLLQLRRLRGLLRGLRRRPGTGGRRPSRMALCGQAAGAASLPSELIVHIFSFLPAPDRLRASASCSHWRECLFYPALWPQLRICLRVSPAEQPRLEFLMRKCGWFVRELRVEFAAENYLSGGGGPGDGGSGGGTDTGTGGEDGEALQLSSRWLEVLRIYLELVLCVLLSIRNNRNLQKFSLFGDISVVHQQGSLSSTYLSRVDPDGKKIKQIQQLFEEILSNSRQLKWLSCGFMLEIVTPTSLSSLSNPIANTMEHLSLLDNNIPGN.... Result: 0 (no interaction). The miRNA is mmu-miR-133b-3p with sequence UUUGGUCCCCUUCAACCAGCUA. (6) The miRNA is hsa-miR-129-5p with sequence CUUUUUGCGGUCUGGGCUUGC. The protein sequence of the target gene is MGEWTILERLLEAAVQQHSTMIGRILLTVVVIFRILIVAIVGETVYDDEQTMFVCNTLQPGCNQACYDRAFPISHIRYWVFQIIMVCTPSLCFITYSVHQSAKQRERRYSTVFLALDRDPPESIGGPGGTGGGGSGGGKREDKKLQNAIVNGVLQNTENTSKETEPDCLEVKELTPHPSGLRTASKSKLRRQEGISRFYIIQVVFRNALEIGFLVGQYFLYGFSVPGLYECNRYPCIKEVECYVSRPTEKTVFLVFMFAVSGICVVLNLAELNHLGWRKIKLAVRGAQAKRKSIYEIRNK.... Result: 1 (interaction). (7) The miRNA is hsa-miR-580-5p with sequence UAAUGAUUCAUCAGACUCAGAU. The protein sequence of the target gene is MTSYRERSADLARFYTVTEPQRHPRGYTVYKVTARVVSRRNPEDVQEIIVWKRYSDFKKLHKELWQIHKNLFRHSELFPPFAKGIVFGRFDETVIEERRQCAEDLLQFSANIPALYNSKQLEDFFKGGIINDSSELIGPAEAHSDSLIDTFPECSTEGFSSDSDLVSLTVDVDSLAELDDGMASNQNSPIRTFGLNLSSDSSALGAVASDSEQSKTEEERESRSLFPGSLKPKLGKRDYLEKAGELIKLALKKEEEDDYEAASDFYRKGVDLLLEGVQGESSPTRREAVKRRTAEYLMRA.... Result: 0 (no interaction). (8) The miRNA is hsa-miR-6787-5p with sequence UGGCGGGGGUAGAGCUGGCUGC. The protein sequence of the target gene is MADQRMDISSTISDFMSPGPTDLLSSSLGTSGVDCNRKRKGSSTDYQESMDTDKDDPHGRLEYTEHQGRIKNAREAHSQIEKRRRDKMNSFIDELASLVPTCNAMSRKLDKLTVLRMAVQHMKTLRGATNPYTEANYKPTFLSDDELKHLILRAADGFLFVVGCDRGKILFVSESVFKILNYSQNDLIGQSLFDYLHPKDIAKVKEQLSSSDTAPRERLIDAKTGLPVKTDITPGPSRLCSGARRSFFCRMKCNRPSVKVEDKDFPSTCSKKKADRKSFCTIHSTGYLKSWPPTKMGLDE.... Result: 0 (no interaction). (9) The miRNA is hsa-miR-1279 with sequence UCAUAUUGCUUCUUUCU. The protein sequence of the target gene is MDFLLLGLCLYWLLRRPSGVVLCLLGACFQMLPAAPSGCPQLCRCEGRLLYCEALNLTEAPHNLSGLLGLSLRYNSLSELRAGQFTGLMQLTWLYLDHNHICSVQGDAFQKLRRVKELTLSSNQITQLPNTTFRPMPNLRSVDLSYNKLQALAPDLFHGLRKLTTLHMRANAIQFVPVRIFQDCRSLKFLDIGYNQLKSLARNSFAGLFKLTELHLEHNDLVKVNFAHFPRLISLHSLCLRRNKVAIVVSSLDWVWNLEKMDLSGNEIEYMEPHVFETVPHLQSLQLDSNRLTYIEPRIL.... Result: 0 (no interaction). (10) The miRNA is hsa-miR-6763-5p with sequence CUGGGGAGUGGCUGGGGAG. The protein sequence of the target gene is MGKKGKVGKSRRDKFYHLAKETGYRSRSAFKLIQLNRRFQFLQKARALLDLCAAPGGWLQVAAKFMPVSSLIVGVDLVPIKPLPNVVTLQQDITTERCRQALRKELKTWKVDVVLNDGAPNVGASWVHDAYSQAHLTLMALRLACDFLARGGSFITKVFRSRDYQPLLWIFQQLFRRVQATKPQASRHESAEIFVVCQGFLAPDKVDSKFFDPKFAFKEVEVQAKTVTELVTKKKPKAEGYAEGDLTLYHRTSVTDFLRAANPVDFLSKASEIMVDDEELAQHPATTEDIRVCCQDIRVL.... Result: 1 (interaction).